From a dataset of Full USPTO retrosynthesis dataset with 1.9M reactions from patents (1976-2016). Predict the reactants needed to synthesize the given product. Given the product [Br:16][C:14]1[N:15]=[C:10]2[N:9]([CH:17]3[CH2:18][CH2:19]3)[C:8](=[O:20])[N:7]([C@H:5]3[CH2:6][C@H:3]([NH:2][C:22]4[N:31]=[CH:30][C:29]5[C:24](=[CH:25][C:26]([F:32])=[CH:27][CH:28]=5)[N:23]=4)[CH2:4]3)[C:11]2=[N:12][CH:13]=1, predict the reactants needed to synthesize it. The reactants are: Cl.[NH2:2][C@H:3]1[CH2:6][C@H:5]([N:7]2[C:11]3=[N:12][CH:13]=[C:14]([Br:16])[N:15]=[C:10]3[N:9]([CH:17]3[CH2:19][CH2:18]3)[C:8]2=[O:20])[CH2:4]1.Cl[C:22]1[N:31]=[CH:30][C:29]2[C:24](=[CH:25][C:26]([F:32])=[CH:27][CH:28]=2)[N:23]=1.CS(C)=O.C(N(CC)C(C)C)(C)C.